This data is from Full USPTO retrosynthesis dataset with 1.9M reactions from patents (1976-2016). The task is: Predict the reactants needed to synthesize the given product. (1) Given the product [F:17][C:3]1[CH:4]=[C:5]([CH:15]=[CH:16][CH:2]=1)[CH2:6][CH:7]([C:12]([CH3:14])=[O:13])[C:8]([O:10][CH3:11])=[O:9], predict the reactants needed to synthesize it. The reactants are: F[C:2]1[CH:16]=[CH:15][C:5]([CH2:6][CH:7]([C:12]([CH3:14])=[O:13])[C:8]([O:10][CH3:11])=[O:9])=[CH:4][CH:3]=1.[F:17]C1C=C(C=CC=1)CBr. (2) Given the product [Br:44][C:42]1[CH:41]=[CH:40][C:39]([Cl:45])=[C:38]([CH2:37][C:36]2[S:20][C:26]([C:27]3[CH:32]=[CH:31][CH:30]=[CH:29][CH:28]=3)=[N:34][CH:35]=2)[CH:43]=1, predict the reactants needed to synthesize it. The reactants are: [C@@H]1(C2C=CC=C(CC3[S:20]C(CC)=CC=3)C=2)O[C@H](CO)[C@@H](O)[C@H](O)[C@H]1O.[C:26]([NH:34][CH2:35][C:36](=O)[CH2:37][C:38]1[CH:43]=[C:42]([Br:44])[CH:41]=[CH:40][C:39]=1[Cl:45])(=O)[C:27]1[CH:32]=[CH:31][CH:30]=[CH:29][CH:28]=1.COC1C=CC(P2(SP(C3C=CC(OC)=CC=3)(=S)S2)=S)=CC=1. (3) Given the product [N:7]1([C:10]2[CH:31]=[CH:30][C:13]([NH:14][C:15]3[N:20]=[C:19]([C:21]4[N:25]([CH:26]([CH3:28])[CH3:27])[C:24]([CH3:29])=[N:23][CH:22]=4)[CH:18]=[CH:17][N:16]=3)=[CH:12][CH:11]=2)[CH2:8][CH2:9][NH:4][CH2:5][CH2:6]1, predict the reactants needed to synthesize it. The reactants are: C([N:4]1[CH2:9][CH2:8][N:7]([C:10]2[CH:31]=[CH:30][C:13]([NH:14][C:15]3[N:20]=[C:19]([C:21]4[N:25]([CH:26]([CH3:28])[CH3:27])[C:24]([CH3:29])=[N:23][CH:22]=4)[CH:18]=[CH:17][N:16]=3)=[CH:12][CH:11]=2)[CH2:6][CH2:5]1)(=O)C.Cl. (4) Given the product [CH3:79][O:81][C:2]1[CH:20]=[CH:19][C:5]([C:6]([NH:8][CH:9]2[C:14]([CH3:16])([CH3:15])[C@H:13]3[CH2:17][C@:10]2([CH3:18])[CH2:11][CH2:12]3)=[O:7])=[CH:4][C:3]=1[S:21]([N:24]1[CH2:29][CH2:28][O:27][CH2:26][CH2:25]1)(=[O:23])=[O:22], predict the reactants needed to synthesize it. The reactants are: Br[C:2]1[CH:20]=[CH:19][C:5]([C:6]([NH:8][CH:9]2[C:14]([CH3:16])([CH3:15])[C@H:13]3[CH2:17][C@:10]2([CH3:18])[CH2:11][CH2:12]3)=[O:7])=[CH:4][C:3]=1[S:21]([N:24]1[CH2:29][CH2:28][O:27][CH2:26][CH2:25]1)(=[O:23])=[O:22].CO.C1C=CC(P(C2C=CC3C(=CC=CC=3)C=2C2C3C(=CC=CC=3)C=CC=2P(C2C=CC=CC=2)C2C=CC=CC=2)C2C=CC=CC=2)=CC=1.C[C:79](C)([O-:81])C.[K+]. (5) Given the product [Cl:1][C:2]1[CH:7]=[CH:6][C:5]([C:8]2[N:12]([C:13]3[CH:18]=[CH:17][C:16]([Cl:19])=[CH:15][C:14]=3[Cl:20])[N:11]=[C:10]([C:21]([NH:35][CH:32]3[CH2:34][CH2:33]3)=[O:22])[C:9]=2[CH3:24])=[CH:4][CH:3]=1, predict the reactants needed to synthesize it. The reactants are: [Cl:1][C:2]1[CH:7]=[CH:6][C:5]([C:8]2[N:12]([C:13]3[CH:18]=[CH:17][C:16]([Cl:19])=[CH:15][C:14]=3[Cl:20])[N:11]=[C:10]([C:21](Cl)=[O:22])[C:9]=2[CH3:24])=[CH:4][CH:3]=1.C(N(CC)CC)C.[CH:32]1([NH2:35])[CH2:34][CH2:33]1. (6) Given the product [I:14][C:13]1[N:12]([C:15]2[CH:20]=[CH:19][CH:18]=[C:17]([F:21])[CH:16]=2)[N:11]=[CH:10][CH:9]=1, predict the reactants needed to synthesize it. The reactants are: Cl.CC(OC(=O)N[C:9]1[CH:10]=[N:11][N:12]([C:15]2[CH:20]=[CH:19][CH:18]=[C:17]([F:21])[CH:16]=2)[C:13]=1[I:14])(C)C. (7) Given the product [CH2:28]([O:30][C:31]([CH:33]1[CH2:37][CH2:36][S:35](=[O:38])(=[O:39])[N:34]1[CH2:2][C:3]1[CH:10]=[CH:9][CH:8]=[C:5]([CH:6]=[O:7])[CH:4]=1)=[O:32])[CH3:29].[CH3:17][O:18][C:19]([CH:21]1[CH2:25][CH2:24][S:23](=[O:27])(=[O:26])[N:22]1[CH2:2][C:3]1[CH:10]=[CH:9][CH:8]=[C:5]([CH:6]=[O:7])[CH:4]=1)=[O:20], predict the reactants needed to synthesize it. The reactants are: Br[CH2:2][C:3]1[CH:4]=[C:5]([CH:8]=[CH:9][CH:10]=1)[CH:6]=[O:7].C(=O)([O-])[O-].[Cs+].[Cs+].[CH3:17][O:18][C:19]([CH:21]1[CH2:25][CH2:24][S:23](=[O:27])(=[O:26])[NH:22]1)=[O:20].[CH2:28]([O:30][C:31]([CH:33]1[CH2:37][CH2:36][S:35](=[O:39])(=[O:38])[NH:34]1)=[O:32])[CH3:29].[Cl-].[NH4+].Cl. (8) The reactants are: [NH2:1][C:2]1[C:7]([S:8]([NH:11][CH2:12][C@H:13]2[CH2:17][CH2:16][N:15]([CH3:18])[CH2:14]2)(=[O:10])=[O:9])=[CH:6][C:5](Br)=[CH:4][N:3]=1.[CH3:20][C:21]1([CH3:46])[C:30]([CH3:31])=[CH:29][C:28]2[N:27]=[CH:26][N:25]=[C:24]([N:32]3[CH2:38][C:37]4[CH:39]=[C:40](B(O)O)[CH:41]=[CH:42][C:36]=4[O:35][CH2:34][CH2:33]3)[C:23]=2[CH2:22]1. Given the product [NH2:1][C:2]1[C:7]([S:8]([NH:11][CH2:12][C@H:13]2[CH2:17][CH2:16][N:15]([CH3:18])[CH2:14]2)(=[O:10])=[O:9])=[CH:6][C:5]([C:40]2[CH:41]=[CH:42][C:36]3[O:35][CH2:34][CH2:33][N:32]([C:24]4[C:23]5[CH2:22][C:21]([CH3:20])([CH3:46])[C:30]([CH3:31])=[CH:29][C:28]=5[N:27]=[CH:26][N:25]=4)[CH2:38][C:37]=3[CH:39]=2)=[CH:4][N:3]=1, predict the reactants needed to synthesize it. (9) Given the product [CH3:16][CH:17]([CH3:23])[CH2:18][S:19]([N:9]1[CH2:8][CH2:7][C:6]2([C:4](=[O:5])[N:24]([C:25]3[CH:30]=[CH:29][C:28]([O:31][S:32]([CH:35]4[CH2:37][CH2:36]4)(=[O:34])=[O:33])=[CH:27][CH:26]=3)[CH2:13][CH2:12]2)[CH2:11][CH2:10]1)(=[O:21])=[O:20], predict the reactants needed to synthesize it. The reactants are: C(O[C:4]([C:6]1([CH2:12][CH2:13]OC)[CH2:11][CH2:10][NH:9][CH2:8][CH2:7]1)=[O:5])C.[CH3:16][CH:17]([CH3:23])[CH2:18][S:19](Cl)(=[O:21])=[O:20].[NH2:24][C:25]1[CH:30]=[CH:29][C:28]([O:31][S:32]([CH:35]2[CH2:37][CH2:36]2)(=[O:34])=[O:33])=[CH:27][CH:26]=1. (10) Given the product [CH:23]1(/[CH:22]=[C:21](\[C:28]2[CH:33]=[CH:32][C:31]([S:34]([CH3:37])(=[O:36])=[O:35])=[CH:30][CH:29]=2)/[CH2:20][OH:19])[CH2:27][CH2:26][CH2:25][CH2:24]1, predict the reactants needed to synthesize it. The reactants are: CC(C[AlH]CC(C)C)C.C1(C)C=CC=CC=1.C([O:19][C:20](=O)/[C:21](/[C:28]1[CH:33]=[CH:32][C:31]([S:34]([CH3:37])(=[O:36])=[O:35])=[CH:30][CH:29]=1)=[CH:22]/[CH:23]1[CH2:27][CH2:26][CH2:25][CH2:24]1)C.